This data is from Forward reaction prediction with 1.9M reactions from USPTO patents (1976-2016). The task is: Predict the product of the given reaction. (1) The product is: [CH2:17]([C:18]1[CH:21]=[CH:32][C:30]([NH:31][C:2]2[CH:7]=[CH:6][C:5](/[CH:8]=[CH:9]/[C:10]3[CH:15]=[CH:14][C:13]([NH:31][C:30]4[CH:29]=[CH:28][C:27]([CH2:23][CH2:24][CH2:25][CH3:26])=[CH:33][CH:32]=4)=[CH:12][CH:11]=3)=[CH:4][CH:3]=2)=[CH:29][CH:19]=1)[CH2:24][CH2:23][CH3:27]. Given the reactants Br[C:2]1[CH:7]=[CH:6][C:5](/[CH:8]=[CH:9]/[C:10]2[CH:15]=[CH:14][C:13](Br)=[CH:12][CH:11]=2)=[CH:4][CH:3]=1.[CH3:17][C:18]([CH3:21])([O-])[CH3:19].[Na+].[CH2:23]([C:27]1[CH:33]=[CH:32][C:30]([NH2:31])=[CH:29][CH:28]=1)[CH2:24][CH2:25][CH3:26], predict the reaction product. (2) Given the reactants C(O)(C(F)(F)F)=O.COC1C=CC(C[N:15]2[C:19]3=[N:20][CH:21]=[C:22]([C:37]4[CH:42]=[CH:41][CH:40]=[CH:39][CH:38]=4)[C:23]([N:24]4[CH2:29][CH2:28][N:27]([C:30]([O:32][C:33]([CH3:36])([CH3:35])[CH3:34])=[O:31])[CH2:26][CH2:25]4)=[C:18]3[CH:17]=[N:16]2)=CC=1.[Li+].[OH-].CC(OC(OC(OC(C)(C)C)=O)=O)(C)C, predict the reaction product. The product is: [C:37]1([C:22]2[C:23]([N:24]3[CH2:25][CH2:26][N:27]([C:30]([O:32][C:33]([CH3:36])([CH3:35])[CH3:34])=[O:31])[CH2:28][CH2:29]3)=[C:18]3[CH:17]=[N:16][NH:15][C:19]3=[N:20][CH:21]=2)[CH:38]=[CH:39][CH:40]=[CH:41][CH:42]=1. (3) Given the reactants [C:1]1([CH3:46])[CH:6]=[CH:5][CH:4]=[CH:3][C:2]=1[O:7][C:8]1[CH:13]=[CH:12][CH:11]=[CH:10][C:9]=1[C@:14]([C@@H:22]1[CH2:27][CH2:26][CH2:25][N:24]([C:28]([N:33]2[CH2:37][CH2:36][C@H:35]([NH:38]C(=O)OC(C)(C)C)[CH2:34]2)=[CH:29][N+:30]([O-:32])=[O:31])[CH2:23]1)([OH:21])[CH2:15][CH2:16][CH2:17][CH2:18][O:19][CH3:20].[OH-].[Na+], predict the reaction product. The product is: [C:1]1([CH3:46])[CH:6]=[CH:5][CH:4]=[CH:3][C:2]=1[O:7][C:8]1[CH:13]=[CH:12][CH:11]=[CH:10][C:9]=1[C@:14]([C@@H:22]1[CH2:27][CH2:26][CH2:25][N:24]([C:28]([N:33]2[CH2:37][CH2:36][C@H:35]([NH2:38])[CH2:34]2)=[CH:29][N+:30]([O-:32])=[O:31])[CH2:23]1)([OH:21])[CH2:15][CH2:16][CH2:17][CH2:18][O:19][CH3:20]. (4) Given the reactants C(O[C:4](=[O:17])[CH:5]([NH:7][S:8]([C:11]1[CH:16]=[CH:15][CH:14]=[CH:13][CH:12]=1)(=[O:10])=[O:9])[CH3:6])C, predict the reaction product. The product is: [CH3:6][CH:5]([NH:7][S:8]([C:11]1[CH:12]=[CH:13][CH:14]=[CH:15][CH:16]=1)(=[O:9])=[O:10])[C:4](=[O:17])[C:11]1[CH:16]=[CH:15][CH:14]=[CH:13][CH:12]=1.